From a dataset of Forward reaction prediction with 1.9M reactions from USPTO patents (1976-2016). Predict the product of the given reaction. (1) Given the reactants C([O:3][C:4]([C:6]1[C:7]([C:12]2[CH:17]=[CH:16][CH:15]=[C:14]([Cl:18])[CH:13]=2)=[N:8][O:9][C:10]=1[CH3:11])=[O:5])C.[OH-].[Na+].Cl.O, predict the reaction product. The product is: [Cl:18][C:14]1[CH:13]=[C:12]([C:7]2[C:6]([C:4]([OH:5])=[O:3])=[C:10]([CH3:11])[O:9][N:8]=2)[CH:17]=[CH:16][CH:15]=1. (2) The product is: [F:1][C:2]1[C:10]([F:11])=[CH:9][C:8]([I:12])=[CH:7][C:3]=1[C:4](=[O:6])[CH2:26][C:27]([O:29][CH2:23][CH3:24])=[O:28]. Given the reactants [F:1][C:2]1[C:10]([F:11])=[CH:9][C:8]([I:12])=[CH:7][C:3]=1[C:4]([OH:6])=O.C(N1[CH:24]=[CH:23]N=C1)(N1C=CN=C1)=O.C(O[Si](C)(C)CCC)(=O)[CH2:26][C:27]([O-:29])=[O:28].C1CCN2C(=NCCC2)CC1.[N-]1C=CN=C1.Cl, predict the reaction product. (3) Given the reactants N[C:2]1[CH:3]=[C:4]([C:10]2[CH:15]=[CH:14][C:13]([C:16]#[N:17])=[CH:12][CH:11]=2)[CH:5]=[C:6]([CH2:8][OH:9])[CH:7]=1.N(OC(C)(C)C)=O.[ClH:25].CO, predict the reaction product. The product is: [Cl:25][C:2]1[CH:3]=[C:4]([C:10]2[CH:15]=[CH:14][C:13]([C:16]#[N:17])=[CH:12][CH:11]=2)[CH:5]=[C:6]([CH2:8][OH:9])[CH:7]=1. (4) Given the reactants [Br:1][C:2]1[CH:3]=[C:4]2[C:10](=[CH:11][CH:12]=1)[C:8](=[O:9])[O:7][C:6]([C:13]([OH:15])=[O:14])=[C:5]2[C:16]1[CH:21]=[CH:20][CH:19]=[CH:18][CH:17]=1.S(=O)(=O)(O)O.[CH3:27]O, predict the reaction product. The product is: [CH3:27][O:14][C:13]([C:6]1[O:7][C:8]([C:10]2[C:4]([C:5]=1[C:16]1[CH:17]=[CH:18][CH:19]=[CH:20][CH:21]=1)=[CH:3][C:2]([Br:1])=[CH:12][CH:11]=2)=[O:9])=[O:15]. (5) Given the reactants [Cl:1][C:2]1[CH:3]=[C:4]2[CH:10]=[CH:9][N:8]([CH3:11])[C:5]2=[CH:6][N:7]=1.COC1C=C2C=CN(C)C2=CN=1.[Br:24]N1C(=O)CCC1=O, predict the reaction product. The product is: [Br:24][C:10]1[C:4]2[C:5](=[CH:6][N:7]=[C:2]([Cl:1])[CH:3]=2)[N:8]([CH3:11])[CH:9]=1. (6) Given the reactants [F:1][C:2]1[CH:25]=[CH:24][CH:23]=[CH:22][C:3]=1[CH2:4][N:5]1[C:9]([C:10]2[CH:14]=[CH:13][O:12][N:11]=2)=[CH:8][C:7]([C:15]2[N:20]=[CH:19][C:18]([NH2:21])=[CH:17][N:16]=2)=[N:6]1.Cl[C:27]([O:29][CH3:30])=[O:28], predict the reaction product. The product is: [F:1][C:2]1[CH:25]=[CH:24][CH:23]=[CH:22][C:3]=1[CH2:4][N:5]1[C:9]([C:10]2[CH:14]=[CH:13][O:12][N:11]=2)=[CH:8][C:7]([C:15]2[N:20]=[CH:19][C:18]([NH:21][C:27](=[O:28])[O:29][CH3:30])=[CH:17][N:16]=2)=[N:6]1. (7) Given the reactants Cl.N1C[CH2:6][C:5](=[C:8]2[CH:24]=[CH:23][CH:22]=[C:10]([O:11][C:12]3[CH:17]=[CH:16][C:15]([C:18]([F:21])([F:20])[F:19])=[CH:14][N:13]=3)[CH:9]2C)CC1.[N:26]1[CH:31]=[CH:30][C:29]([NH:32]C(=O)OC2C=CC=CC=2)=[CH:28][N:27]=1.[CH:42]([N:45]([CH:48]([CH3:50])C)[CH2:46][CH3:47])(C)C.CS(C)=[O:53], predict the reaction product. The product is: [N:26]1[CH:31]=[CH:30][C:29]([NH:32][C:42]([N:45]2[CH2:46][CH2:47][C:6](=[CH:5][C:8]3[CH:24]=[CH:23][CH:22]=[C:10]([O:11][C:12]4[CH:17]=[CH:16][C:15]([C:18]([F:19])([F:20])[F:21])=[CH:14][N:13]=4)[CH:9]=3)[CH2:50][CH2:48]2)=[O:53])=[CH:28][N:27]=1. (8) Given the reactants [Cl:1][C:2]1[CH:10]=[CH:9][C:5]([C:6]([NH2:8])=[O:7])=[C:4]([NH:11][C:12]2[CH:17]=[CH:16][C:15]([C:18]([N:20]3[CH2:25][CH2:24][O:23][CH2:22][CH2:21]3)=[O:19])=[CH:14][CH:13]=2)[N:3]=1.C1C(=O)N([Br:33])C(=O)C1.OS([O-])=O.[Na+], predict the reaction product. The product is: [Br:33][C:10]1[C:2]([Cl:1])=[N:3][C:4]([NH:11][C:12]2[CH:13]=[CH:14][C:15]([C:18]([N:20]3[CH2:21][CH2:22][O:23][CH2:24][CH2:25]3)=[O:19])=[CH:16][CH:17]=2)=[C:5]([CH:9]=1)[C:6]([NH2:8])=[O:7].